Dataset: Reaction yield outcomes from USPTO patents with 853,638 reactions. Task: Predict the reaction yield, written as a fraction of the theoretical maximum amount of product (1.0 means a 100% yield; for example, 0.34 means a 34% yield). (1) The reactants are F[C:2]1[CH:29]=[CH:28][C:5]([C:6]([NH:8][C:9]2[S:13][C:12]([NH:14][C:15]3[CH:24]=[CH:23][C:22]4[C:17](=[CH:18][CH:19]=[CH:20][CH:21]=4)[CH:16]=3)=[N:11][C:10]=2[C:25]([NH2:27])=[O:26])=[O:7])=[CH:4][CH:3]=1.[NH2:30][CH2:31][CH2:32][OH:33]. The catalyst is CN1C(=O)CCC1.O. The product is [OH:33][CH2:32][CH2:31][NH:30][C:2]1[CH:29]=[CH:28][C:5]([C:6]([NH:8][C:9]2[S:13][C:12]([NH:14][C:15]3[CH:24]=[CH:23][C:22]4[C:17](=[CH:18][CH:19]=[CH:20][CH:21]=4)[CH:16]=3)=[N:11][C:10]=2[C:25]([NH2:27])=[O:26])=[O:7])=[CH:4][CH:3]=1. The yield is 0.310. (2) The reactants are [Br:1][C:2]1[N:3]=[C:4]([C@H:12]2[CH2:17][N:16]([C:18]([O:20][C:21]([CH3:24])([CH3:23])[CH3:22])=[O:19])[CH2:15][CH2:14][N:13]2[C:25]([O:27][C:28]([CH3:31])([CH3:30])[CH3:29])=[O:26])[N:5]2[CH:10]=[CH:9][N:8]=[C:7](Cl)[C:6]=12.[CH3:32][O:33][C:34]1[CH:39]=[C:38]([O:40][CH3:41])[CH:37]=[CH:36][C:35]=1[CH2:42][NH2:43].C(N(C(C)C)C(C)C)C. The catalyst is O1CCOCC1. The product is [Br:1][C:2]1[N:3]=[C:4]([C@H:12]2[CH2:17][N:16]([C:18]([O:20][C:21]([CH3:24])([CH3:23])[CH3:22])=[O:19])[CH2:15][CH2:14][N:13]2[C:25]([O:27][C:28]([CH3:31])([CH3:30])[CH3:29])=[O:26])[N:5]2[CH:10]=[CH:9][N:8]=[C:7]([NH:43][CH2:42][C:35]3[CH:36]=[CH:37][C:38]([O:40][CH3:41])=[CH:39][C:34]=3[O:33][CH3:32])[C:6]=12. The yield is 0.840.